This data is from Catalyst prediction with 721,799 reactions and 888 catalyst types from USPTO. The task is: Predict which catalyst facilitates the given reaction. (1) Reactant: C([O:3][C:4]([C:6]1[CH:15]=[C:14]([O:16][S:17]([C:20]([F:23])([F:22])[F:21])(=[O:19])=[O:18])[C:13]2[C:8](=[CH:9][CH:10]=[CH:11][CH:12]=2)[N:7]=1)=O)C.[H-].CO.O. Product: [F:23][C:20]([F:21])([F:22])[S:17]([O:16][C:14]1[C:13]2[C:8](=[CH:9][CH:10]=[CH:11][CH:12]=2)[N:7]=[C:6]([CH:4]=[O:3])[CH:15]=1)(=[O:18])=[O:19]. The catalyst class is: 11. (2) Reactant: C(N(CC)CC)C.Cl.C(O[C:12](=[NH:20])[C:13]1[CH:18]=[CH:17][C:16]([Cl:19])=[CH:15][CH:14]=1)C.Cl.[CH3:22][O:23][C:24](=[O:29])[C@H:25]([CH2:27][SH:28])N.O. Product: [CH3:22][O:23][C:24]([CH:25]1[CH2:27][S:28][C:12]([C:13]2[CH:14]=[CH:15][C:16]([Cl:19])=[CH:17][CH:18]=2)=[N:20]1)=[O:29]. The catalyst class is: 4. (3) Product: [CH:13]([C:2]1[CH:3]=[CH:4][C:5]2[N:6]([C:8]([C:11]#[N:12])=[CH:9][N:10]=2)[CH:7]=1)=[CH2:14]. Reactant: Br[C:2]1[CH:3]=[CH:4][C:5]2[N:6]([C:8]([C:11]#[N:12])=[CH:9][N:10]=2)[CH:7]=1.[CH2:13](C([SnH3])=C(CCCC)CCCC)[CH2:14]CC. The catalyst class is: 203. (4) Reactant: C([O:8][P:9]([O:19][CH2:20][CH2:21][CH2:22][O:23][CH2:24][C:25]([CH3:83])([CH3:82])[C:26]([O:28][C:29]1[C:33]([O:34][C:35](=[O:63])[C:36]([CH3:62])([CH3:61])[CH2:37][O:38][CH2:39][CH2:40][CH2:41][O:42][P:43]([O:53]CC2C=CC=CC=2)([O:45]CC2C=CC=CC=2)=[O:44])=[C:32]([C:64]([O:66][CH2:67][CH3:68])=[O:65])[N:31]([C:69]2[CH:74]=[CH:73][C:72]([O:75][CH3:76])=[CH:71][CH:70]=2)[C:30]=1[C:77](=[O:81])[N:78]([CH3:80])[CH3:79])=[O:27])([O:11]CC1C=CC=CC=1)=[O:10])C1C=CC=CC=1. Product: [CH3:83][C:25]([CH3:82])([CH2:24][O:23][CH2:22][CH2:21][CH2:20][O:19][P:9]([OH:10])([OH:11])=[O:8])[C:26]([O:28][C:29]1[C:33]([O:34][C:35](=[O:63])[C:36]([CH3:61])([CH3:62])[CH2:37][O:38][CH2:39][CH2:40][CH2:41][O:42][P:43]([OH:45])([OH:53])=[O:44])=[C:32]([C:64]([O:66][CH2:67][CH3:68])=[O:65])[N:31]([C:69]2[CH:70]=[CH:71][C:72]([O:75][CH3:76])=[CH:73][CH:74]=2)[C:30]=1[C:77](=[O:81])[N:78]([CH3:79])[CH3:80])=[O:27]. The catalyst class is: 19. (5) Reactant: [F:1][C:2]1[CH:3]=[C:4]([NH:26][C:27]2[CH:32]=[CH:31][C:30]([I:33])=[CH:29][C:28]=2[F:34])[C:5]([N+:23]([O-])=O)=[C:6]([CH:22]=1)[O:7][C:8]1[CH:9]=[C:10]([NH:14][C:15](=[O:21])[O:16][C:17]([CH3:20])([CH3:19])[CH3:18])[CH:11]=[CH:12][CH:13]=1.S(S([O-])=O)([O-])=O.[Na+].[Na+]. Product: [C:17]([O:16][C:15](=[O:21])[NH:14][C:10]1[CH:11]=[CH:12][CH:13]=[C:8]([O:7][C:6]2[CH:22]=[C:2]([F:1])[CH:3]=[C:4]([NH:26][C:27]3[CH:32]=[CH:31][C:30]([I:33])=[CH:29][C:28]=3[F:34])[C:5]=2[NH2:23])[CH:9]=1)([CH3:20])([CH3:18])[CH3:19]. The catalyst class is: 20. (6) Reactant: [H-].[Al+3].[Li+].[H-].[H-].[H-].[Cl:7][C:8]1[CH:17]=[CH:16][C:11]([C:12](OC)=[O:13])=[C:10]([OH:18])[CH:9]=1.O. Product: [OH:13][CH2:12][C:11]1[CH:16]=[CH:17][C:8]([Cl:7])=[CH:9][C:10]=1[OH:18]. The catalyst class is: 1. (7) The catalyst class is: 9. Product: [CH3:20][O:19][C:14]1[CH:15]=[CH:16][CH:17]=[CH:18][C:13]=1[N:10]1[CH2:11][CH2:12][C:7]([C:21]2[CH:26]=[CH:25][CH:24]=[C:23]([O:27][CH3:28])[CH:22]=2)([CH2:6][S:35]([C:32]2[CH:33]=[CH:34][C:29]([CH3:38])=[CH:30][CH:31]=2)(=[O:37])=[O:36])[CH2:8][CH2:9]1. Reactant: CS(O[CH2:6][C:7]1([C:21]2[CH:26]=[CH:25][CH:24]=[C:23]([O:27][CH3:28])[CH:22]=2)[CH2:12][CH2:11][N:10]([C:13]2[CH:18]=[CH:17][CH:16]=[CH:15][C:14]=2[O:19][CH3:20])[CH2:9][CH2:8]1)(=O)=O.[C:29]1([CH3:38])[CH:34]=[CH:33][C:32]([S:35]([O-:37])=[O:36])=[CH:31][CH:30]=1.[Na+].[Cl-].[NH4+].